Task: Predict the reaction yield, written as a fraction of the theoretical maximum amount of product (1.0 means a 100% yield; for example, 0.34 means a 34% yield).. Dataset: Reaction yield outcomes from USPTO patents with 853,638 reactions (1) The reactants are [NH2:1][C:2]1[N:6]([C:7]2[CH:8]=[C:9]([CH:15]=[CH:16][C:17]=2[CH3:18])[C:10]([NH:12]OC)=[O:11])N=C[C:3]=1[C:19](=[O:27])[C:20]1[CH:25]=[CH:24][CH:23]=[C:22](I)[CH:21]=1.CCN=C=N[CH2:33][CH2:34][CH2:35]N(C)C.O[N:40]1[C:44](=[O:45])C[CH2:42][C:41]1=O.C[CH:48]([NH2:50])C.[CH3:51]N(C=O)C. The catalyst is CCOC(C)=O.O. The product is [NH2:1][C:2]1[N:6]([C:7]2[CH:8]=[C:9]([CH:15]=[CH:16][C:17]=2[CH3:18])[C:10]([NH:12][CH:33]2[CH2:34][CH2:35]2)=[O:11])[CH:48]=[N:50][C:3]=1[C:19](=[O:27])[C:20]1[CH:25]=[CH:24][CH:23]=[C:22]([C:44](=[O:45])[NH:40][CH:41]([CH3:42])[CH3:51])[CH:21]=1. The yield is 0.800. (2) The reactants are [S:1]1[CH:5]=[CH:4][CH:3]=[C:2]1[CH2:6][NH:7][C:8]([C:10]1[CH:20]=[C:13]2[CH:14]=[C:15](Br)[CH:16]=[C:17]([Cl:18])[N:12]2[N:11]=1)=[O:9].[C:21]1(B(O)O)[CH:26]=[CH:25][CH:24]=[CH:23][CH:22]=1.O1CCOCC1. The catalyst is [O-]P([O-])([O-])=O.[K+].[K+].[K+].C1C=CC([P]([Pd]([P](C2C=CC=CC=2)(C2C=CC=CC=2)C2C=CC=CC=2)([P](C2C=CC=CC=2)(C2C=CC=CC=2)C2C=CC=CC=2)[P](C2C=CC=CC=2)(C2C=CC=CC=2)C2C=CC=CC=2)(C2C=CC=CC=2)C2C=CC=CC=2)=CC=1. The product is [S:1]1[CH:5]=[CH:4][CH:3]=[C:2]1[CH2:6][NH:7][C:8]([C:10]1[CH:20]=[C:13]2[CH:14]=[C:15]([C:21]3[CH:26]=[CH:25][CH:24]=[CH:23][CH:22]=3)[CH:16]=[C:17]([Cl:18])[N:12]2[N:11]=1)=[O:9]. The yield is 0.850. (3) The reactants are Cl[C:2]1[CH:9]=[CH:8][C:5]([C:6]#[N:7])=[CH:4][N:3]=1.[CH2:10]([C:17]1[C:26]2[C:21](=[CH:22][CH:23]=[CH:24][CH:25]=2)[C:20]([N:27]2[CH2:32][CH2:31][NH:30][C@@H:29]([CH3:33])[CH2:28]2)=[N:19][N:18]=1)[C:11]1[CH:16]=[CH:15][CH:14]=[CH:13][CH:12]=1. No catalyst specified. The product is [CH2:10]([C:17]1[C:26]2[C:21](=[CH:22][CH:23]=[CH:24][CH:25]=2)[C:20]([N:27]2[CH2:32][CH2:31][N:30]([C:2]3[CH:9]=[CH:8][C:5]([C:6]#[N:7])=[CH:4][N:3]=3)[C@@H:29]([CH3:33])[CH2:28]2)=[N:19][N:18]=1)[C:11]1[CH:12]=[CH:13][CH:14]=[CH:15][CH:16]=1. The yield is 0.230. (4) The reactants are Br[C:2]1[CH:3]=[C:4]([C:8]2[N:9]=[CH:10][N:11]([CH3:23])[C:12]=2[C:13]2[S:22][C:16]3[N:17]=[CH:18][N:19]=[C:20]([NH2:21])[C:15]=3[CH:14]=2)[CH:5]=[CH:6][CH:7]=1.[CH3:24][N:25](C=O)C. The catalyst is [C-]#N.[Zn+2].[C-]#N.[Pd].C1(P(C2C=CC=CC=2)C2C=CC=CC=2)C=CC=CC=1.C1(P(C2C=CC=CC=2)C2C=CC=CC=2)C=CC=CC=1.C1(P(C2C=CC=CC=2)C2C=CC=CC=2)C=CC=CC=1.C1(P(C2C=CC=CC=2)C2C=CC=CC=2)C=CC=CC=1. The product is [NH2:21][C:20]1[C:15]2[CH:14]=[C:13]([C:12]3[N:11]([CH3:23])[CH:10]=[N:9][C:8]=3[C:4]3[CH:3]=[C:2]([CH:7]=[CH:6][CH:5]=3)[C:24]#[N:25])[S:22][C:16]=2[N:17]=[CH:18][N:19]=1. The yield is 0.160. (5) The reactants are F[C:2]1[CH:9]=[CH:8][C:7](OC)=[CH:6][C:3]=1[C:4]#[N:5].O.[NH2:13][NH2:14]. The catalyst is CCCCO. The product is [NH:13]1[C:6]2[C:3](=[CH:2][CH:9]=[CH:8][CH:7]=2)[C:4]([NH2:5])=[N:14]1. The yield is 0.600. (6) The reactants are Br[C:2]1[CH:3]=[N:4][CH:5]=[C:6]([Br:8])[CH:7]=1.[CH2:9]([OH:11])[CH3:10]. No catalyst specified. The product is [Br:8][C:6]1[CH:5]=[N:4][CH:3]=[C:2]([O:11][CH2:9][CH3:10])[CH:7]=1. The yield is 0.690. (7) The reactants are O1CCCC1.C[Si](C)(C)[C:8]([F:11])([F:10])[F:9].[O:14]1[CH2:17][C:16](=[O:18])[CH2:15]1.Cl. The catalyst is CCOC(C)=O.CCCC[N+](CCCC)(CCCC)CCCC.[F-]. The product is [F:9][C:8]([F:11])([F:10])[C:16]1([OH:18])[CH2:17][O:14][CH2:15]1. The yield is 0.406. (8) The reactants are CC1C=C([N:7]2[CH2:11][CH2:10][N:9]([CH2:12][CH2:13][O:14]C3C=CC=CC=3)C2=O)SC=1C(O)=O.[F:25][C:26]1[CH:47]=[CH:46][C:29]([CH2:30][N:31]2[CH2:35][CH2:34][N:33]([C:36]3[S:40][C:39]([C:41](O)=[O:42])=[C:38]([CH3:44])[CH:37]=3)[C:32]2=[O:45])=[CH:28][CH:27]=1.O1C=CN=C1CN. No catalyst specified. The product is [F:25][C:26]1[CH:47]=[CH:46][C:29]([CH2:30][N:31]2[CH2:35][CH2:34][N:33]([C:36]3[S:40][C:39]([C:41]([NH:7][CH2:11][C:10]4[O:14][CH:13]=[CH:12][N:9]=4)=[O:42])=[C:38]([CH3:44])[CH:37]=3)[C:32]2=[O:45])=[CH:28][CH:27]=1. The yield is 0.350. (9) The reactants are C[Si]([C:5]#[C:6][C:7]1[CH:8]=[CH:9][C:10]([NH2:13])=[N:11][CH:12]=1)(C)C.C(=O)([O-])[O-].[K+].[K+]. The yield is 0.730. The product is [C:6]([C:7]1[CH:8]=[CH:9][C:10]([NH2:13])=[N:11][CH:12]=1)#[CH:5]. The catalyst is C1COCC1.CO. (10) The reactants are [F:1][C:2]1[CH:3]=[C:4](/[CH:12]=[CH:13]/[C:14]([NH2:16])=[O:15])[CH:5]=[C:6]([C:8]([F:11])([F:10])[F:9])[CH:7]=1.[H][H]. The yield is 0.943. The catalyst is CCO.[Ni]. The product is [F:1][C:2]1[CH:3]=[C:4]([CH2:12][CH2:13][C:14]([NH2:16])=[O:15])[CH:5]=[C:6]([C:8]([F:11])([F:10])[F:9])[CH:7]=1.